From a dataset of Reaction yield outcomes from USPTO patents with 853,638 reactions. Predict the reaction yield, written as a fraction of the theoretical maximum amount of product (1.0 means a 100% yield; for example, 0.34 means a 34% yield). (1) The reactants are [Br:1][C:2]1[CH:7]=[CH:6][C:5]([CH:8]([C:25]2[CH:30]=[CH:29][CH:28]=[CH:27][C:26]=2[CH3:31])[CH2:9][C:10]([C@H:12]2[CH2:17][CH2:16][C@H:15]([O:18]C3CCCCO3)[CH2:14][CH2:13]2)=[O:11])=[CH:4][CH:3]=1.FC(F)(F)C(O)=O. The catalyst is CO. The product is [Br:1][C:2]1[CH:7]=[CH:6][C:5]([CH:8]([C:25]2[CH:30]=[CH:29][CH:28]=[CH:27][C:26]=2[CH3:31])[CH2:9][C:10]([C@H:12]2[CH2:17][CH2:16][C@H:15]([OH:18])[CH2:14][CH2:13]2)=[O:11])=[CH:4][CH:3]=1. The yield is 0.910. (2) The reactants are Cl.Cl.[NH:3]1[CH2:8][CH2:7][CH:6]([CH2:9][CH2:10][CH2:11][N:12]2[C:20]3[N:15]4[C:16](=[N:21][CH:22]=[C:14]4[C:13]2=[O:23])[CH:17]=[CH:18][CH:19]=3)[CH2:5][CH2:4]1.C1CCN2C(=NCCC2)CC1.C(N(CC)CC)C.C1C=CC(N([S:49]([C:52]([F:55])([F:54])[F:53])(=[O:51])=[O:50])[S:49]([C:52]([F:55])([F:54])[F:53])(=[O:51])=[O:50])=CC=1. The catalyst is C(#N)C. The product is [F:53][C:52]([F:55])([F:54])[S:49]([N:3]1[CH2:8][CH2:7][CH:6]([CH2:9][CH2:10][CH2:11][N:12]2[C:20]3[N:15]4[C:16](=[N:21][CH:22]=[C:14]4[C:13]2=[O:23])[CH:17]=[CH:18][CH:19]=3)[CH2:5][CH2:4]1)(=[O:51])=[O:50]. The yield is 0.697.